Dataset: Forward reaction prediction with 1.9M reactions from USPTO patents (1976-2016). Task: Predict the product of the given reaction. (1) Given the reactants [NH2:1][C:2]1[CH:7]=[CH:6][C:5]([C:8]([CH2:12][CH3:13])(O)[CH2:9][CH3:10])=[CH:4][C:3]=1[OH:14].[NH:15]1[C:23]2[C:18](=[CH:19][CH:20]=[CH:21][C:22]=2[NH:24][S:25]([CH3:28])(=[O:27])=[O:26])[CH:17]=[CH:16]1.C(O)(C(F)(F)F)=O, predict the reaction product. The product is: [NH2:1][C:2]1[CH:7]=[CH:6][C:5]([C:8]([C:17]2[C:18]3[C:23](=[C:22]([NH:24][S:25]([CH3:28])(=[O:26])=[O:27])[CH:21]=[CH:20][CH:19]=3)[NH:15][CH:16]=2)([CH2:12][CH3:13])[CH2:9][CH3:10])=[CH:4][C:3]=1[OH:14]. (2) Given the reactants [O:1]1[CH2:5][CH2:4][NH:3][CH2:2]1.[CH2:6]([N:15]=[C:16]=[O:17])[CH2:7]CCCCN=C=[O:14], predict the reaction product. The product is: [O:1]1[CH2:5][CH2:4][NH:3][CH2:2]1.[O:17]1[CH2:7][CH2:6][NH:15][CH2:16]1.[NH2:3][C:2]([O:1][CH2:5][CH3:4])=[O:14]. (3) Given the reactants [Cl:1][C:2]1[CH:7]=[CH:6][C:5]([OH:8])=[C:4]([O:9][CH3:10])[CH:3]=1.[H-].[Na+].Cl[CH2:14][C:15]([CH3:17])=[CH2:16].ClC1C=C(C2CCCCC2)C2OC(CO)CC=2C=1, predict the reaction product. The product is: [Cl:1][C:2]1[CH:7]=[CH:6][C:5]([O:8][CH2:16][C:15]([CH3:17])=[CH2:14])=[C:4]([O:9][CH3:10])[CH:3]=1. (4) Given the reactants [CH3:1][C:2]1[CH:7]=[C:6]([CH3:8])[CH:5]=[C:4]([CH3:9])[C:3]=1[N:10]=[C:11]=[O:12].[NH2:13][C:14]1[CH:15]=[C:16]([C:32]2[CH:37]=[CH:36][C:35]([O:38][CH3:39])=[CH:34][CH:33]=2)[CH:17]=[CH:18][C:19]=1[C:20]([NH:22][C@H:23]([C:28]([O:30][CH3:31])=[O:29])[C:24]([CH3:27])([CH3:26])[CH3:25])=[O:21].CCCCCC.C(OCC)(=O)C, predict the reaction product. The product is: [CH3:25][C:24]([CH3:27])([CH3:26])[C@@H:23]([C:28]([O:30][CH3:31])=[O:29])[NH:22][C:20]([C:19]1[CH:18]=[CH:17][C:16]([C:32]2[CH:37]=[CH:36][C:35]([O:38][CH3:39])=[CH:34][CH:33]=2)=[CH:15][C:14]=1[NH:13][C:11]([NH:10][C:3]1[C:2]([CH3:1])=[CH:7][C:6]([CH3:8])=[CH:5][C:4]=1[CH3:9])=[O:12])=[O:21].